From a dataset of Forward reaction prediction with 1.9M reactions from USPTO patents (1976-2016). Predict the product of the given reaction. (1) Given the reactants [CH3:1][C:2]1[NH:3][C:4]2[C:9]([C:10]=1[CH2:11][C:12]([OH:14])=O)=[CH:8][CH:7]=[CH:6][CH:5]=2.CN(C(ON1N=NC2C=CC=NC1=2)=[N+](C)C)C.F[P-](F)(F)(F)(F)F.CCN(C(C)C)C(C)C.[F:48][C:49]1[C:57]([N+:58]([O-:60])=[O:59])=[CH:56][CH:55]=[C:54]2[C:50]=1[CH2:51][CH2:52][NH:53]2.C([O-])([O-])=O.[K+].[K+], predict the reaction product. The product is: [F:48][C:49]1[C:57]([N+:58]([O-:60])=[O:59])=[CH:56][CH:55]=[C:54]2[C:50]=1[CH2:51][CH2:52][N:53]2[C:12](=[O:14])[CH2:11][C:10]1[C:9]2[C:4](=[CH:5][CH:6]=[CH:7][CH:8]=2)[NH:3][C:2]=1[CH3:1]. (2) Given the reactants Br[C:2]1[N:6]2[N:7]=[C:8]([NH:11][CH2:12][C:13]3[CH:18]=[CH:17][CH:16]=[CH:15][N:14]=3)[CH:9]=[CH:10][C:5]2=[N:4][CH:3]=1.[ClH:19].[CH3:20]COCC, predict the reaction product. The product is: [ClH:19].[CH3:20][C:2]1[N:6]2[N:7]=[C:8]([NH:11][CH2:12][C:13]3[CH:18]=[CH:17][CH:16]=[CH:15][N:14]=3)[CH:9]=[CH:10][C:5]2=[N:4][CH:3]=1. (3) Given the reactants Br[C:2]1[CH:9]=[CH:8][C:5]([C:6]#[N:7])=[C:4]([F:10])[C:3]=1[CH3:11].[OH:12][C@:13]1([CH3:20])[C@H:17]([CH3:18])[NH:16][C:15](=[O:19])[CH2:14]1.C1(P(C2C=CC=CC=2)C2C3OC4C(=CC=CC=4P(C4C=CC=CC=4)C4C=CC=CC=4)C(C)(C)C=3C=CC=2)C=CC=CC=1.C(=O)([O-])[O-].[Cs+].[Cs+], predict the reaction product. The product is: [F:10][C:4]1[C:3]([CH3:11])=[C:2]([N:16]2[C:15](=[O:19])[CH2:14][C@@:13]([OH:12])([CH3:20])[C@@H:17]2[CH3:18])[CH:9]=[CH:8][C:5]=1[C:6]#[N:7]. (4) The product is: [C:1]([NH:4][C:5]1[CH:9]=[C:8]([Cl:30])[N:7]([C:10]2[CH:15]=[CH:14][C:13]([O:16][CH3:17])=[CH:12][CH:11]=2)[C:6]=1[C:18]([O:20][CH2:21][CH3:22])=[O:19])(=[O:3])[CH3:2]. Given the reactants [C:1]([NH:4][C:5]1[CH:9]=[CH:8][N:7]([C:10]2[CH:15]=[CH:14][C:13]([O:16][CH3:17])=[CH:12][CH:11]=2)[C:6]=1[C:18]([O:20][CH2:21][CH3:22])=[O:19])(=[O:3])[CH3:2].C1C(=O)N([Cl:30])C(=O)C1, predict the reaction product. (5) Given the reactants [CH3:1][S:2](Cl)(=[O:4])=[O:3].[CH3:6][C:7]1[CH:20]=[CH:19][C:10]([CH2:11][S:12]([CH2:15][CH2:16][CH2:17][OH:18])(=[O:14])=[O:13])=[CH:9][CH:8]=1.CCN(CC)CC, predict the reaction product. The product is: [CH3:1][S:2]([O:18][CH2:17][CH2:16][CH2:15][S:12]([CH2:11][C:10]1[CH:19]=[CH:20][C:7]([CH3:6])=[CH:8][CH:9]=1)(=[O:14])=[O:13])(=[O:4])=[O:3]. (6) Given the reactants [CH3:1][N:2]1[CH2:7][CH2:6][N:5]([CH2:8][C:9]2[CH:17]=[CH:16][C:12]([C:13]([OH:15])=O)=[CH:11][CH:10]=2)[CH2:4][CH2:3]1.CCN=C=NCCCN(C)C.C(N(CC)CC)C.[NH2:36][CH2:37][CH2:38][C:39]1[CH:44]=[CH:43][C:42]([O:45][C:46](=[O:55])[N:47]([CH3:54])[C:48]2[CH:53]=[CH:52][CH:51]=[CH:50][CH:49]=2)=[CH:41][CH:40]=1.C(O)(C(F)(F)F)=O.C(Cl)[Cl:64], predict the reaction product. The product is: [CH3:1][N:2]1[CH2:3][CH2:4][N:5]([CH2:8][C:9]2[CH:10]=[CH:11][C:12]([C:13]([NH:36][CH2:37][CH2:38][C:39]3[CH:40]=[CH:41][C:42]([O:45][C:46](=[O:55])[N:47]([CH3:54])[C:48]4[CH:49]=[CH:50][CH:51]=[CH:52][CH:53]=4)=[CH:43][CH:44]=3)=[O:15])=[CH:16][CH:17]=2)[CH2:6][CH2:7]1.[ClH:64]. (7) Given the reactants [CH3:1][C:2]1[C:11]2[C:6](=[CH:7][C:8]([O:12][CH2:13][C:14]([OH:16])=[O:15])=[CH:9][CH:10]=2)[O:5][C:4](=[O:17])[CH:3]=1.C(N(CC)CC)C.F[B-](F)(F)F.[C:30]1(=[O:44])[N:34](OC(N(C)C)=[N+](C)C)[C:33](=[O:43])[CH2:32][CH2:31]1, predict the reaction product. The product is: [O:43]=[C:33]1[CH2:32][CH2:31][C:30](=[O:44])[N:34]1[O:15][C:14](=[O:16])[CH2:13][O:12][C:8]1[CH:9]=[CH:10][C:11]2[C:2]([CH3:1])=[CH:3][C:4](=[O:17])[O:5][C:6]=2[CH:7]=1. (8) Given the reactants Cl.[F:2][C:3]([F:23])([F:22])[C:4]1[CH:9]=[CH:8][C:7]([C@@H:10]([C:12]2[C:17]([C:18]([F:21])([F:20])[F:19])=[CH:16][CH:15]=[CH:14][N:13]=2)[NH2:11])=[CH:6][CH:5]=1.[C:24](=[O:27])([O-])[O-].[Na+].[Na+].C1(P(C2C=CC=CC=2)C2C3OC4C(=CC=CC=4P(C4C=CC=CC=4)C4C=CC=CC=4)C(C)(C)C=3C=CC=2)C=CC=CC=1.Br[C:73]1[CH:81]=[C:80]2[C:76]([CH2:77][NH:78][C:79]2=[O:82])=[CH:75][CH:74]=1, predict the reaction product. The product is: [O:82]=[C:79]1[C:80]2[C:76](=[CH:75][CH:74]=[C:73]([C:24]([NH:11][C@@H:10]([C:7]3[CH:6]=[CH:5][C:4]([C:3]([F:22])([F:2])[F:23])=[CH:9][CH:8]=3)[C:12]3[C:17]([C:18]([F:21])([F:19])[F:20])=[CH:16][CH:15]=[CH:14][N:13]=3)=[O:27])[CH:81]=2)[CH2:77][NH:78]1. (9) Given the reactants [C:9](O[C:9]([O:11][C:12]([CH3:15])([CH3:14])[CH3:13])=[O:10])([O:11][C:12]([CH3:15])([CH3:14])[CH3:13])=[O:10].[CH3:16][C:17]1([CH3:45])[O:22][C:21]2[CH:23]=[C:24](/[CH:27]=[CH:28]/[C:29]([N:31]([CH3:43])[CH2:32][C:33]3[O:34][C:35]4[CH:42]=[CH:41][CH:40]=[CH:39][C:36]=4[C:37]=3[CH3:38])=[O:30])[CH:25]=[N:26][C:20]=2[NH:19][C:18]1=[O:44], predict the reaction product. The product is: [CH3:16][C:17]1([CH3:45])[O:22][C:21]2[CH:23]=[C:24](/[CH:27]=[CH:28]/[C:29]([N:31]([CH3:43])[CH2:32][C:33]3[O:34][C:35]4[CH:42]=[CH:41][CH:40]=[CH:39][C:36]=4[C:37]=3[CH3:38])=[O:30])[CH:25]=[N:26][C:20]=2[N:19]([C:9]([O:11][C:12]([CH3:13])([CH3:14])[CH3:15])=[O:10])[C:18]1=[O:44].